This data is from Full USPTO retrosynthesis dataset with 1.9M reactions from patents (1976-2016). The task is: Predict the reactants needed to synthesize the given product. (1) The reactants are: Br[CH2:2][C:3]1[CH:8]=[CH:7][C:6]([N+:9]([O-:11])=[O:10])=[CH:5][C:4]=1[F:12].[C:13]1(=[O:23])[NH:17][C:16](=[O:18])[C:15]2=[CH:19][CH:20]=[CH:21][CH:22]=[C:14]12.[K]. Given the product [F:12][C:4]1[CH:5]=[C:6]([N+:9]([O-:11])=[O:10])[CH:7]=[CH:8][C:3]=1[CH2:2][N:17]1[C:13](=[O:23])[C:14]2[C:15](=[CH:19][CH:20]=[CH:21][CH:22]=2)[C:16]1=[O:18], predict the reactants needed to synthesize it. (2) Given the product [C:1]([O:9][CH2:10][C:11]1[S:12][CH:17]=[C:16]([CH2:15][Cl:14])[N:13]=1)(=[O:8])[C:2]1[CH:7]=[CH:6][CH:5]=[CH:4][CH:3]=1, predict the reactants needed to synthesize it. The reactants are: [C:1]([O:9][CH2:10][C:11]([NH2:13])=[S:12])(=[O:8])[C:2]1[CH:7]=[CH:6][CH:5]=[CH:4][CH:3]=1.[Cl:14][CH2:15][C:16](=O)[CH2:17]Cl. (3) Given the product [N:1]1([NH:7][C:8]([C:10]2[CH:25]=[CH:24][C:13]3[S:14][C:15]4[CH:23]=[CH:22][CH:21]=[CH:20][C:16]=4[C:17]([C:31]4[CH:32]=[CH:33][C:28]([Cl:27])=[CH:29][CH:30]=4)=[N:18][C:12]=3[CH:11]=2)=[O:9])[CH2:6][CH2:5][CH2:4][CH2:3][CH2:2]1, predict the reactants needed to synthesize it. The reactants are: [N:1]1([NH:7][C:8]([C:10]2[CH:25]=[CH:24][C:13]3[S:14][C:15]4[CH:23]=[CH:22][CH:21]=[CH:20][C:16]=4[C:17](Cl)=[N:18][C:12]=3[CH:11]=2)=[O:9])[CH2:6][CH2:5][CH2:4][CH2:3][CH2:2]1.[I-].[Cl:27][C:28]1[CH:33]=[CH:32][C:31]([Zn+])=[CH:30][CH:29]=1. (4) Given the product [CH:9]([C:12]1[N:17]=[C:16]([C:18](=[N:7][OH:8])[NH2:19])[CH:15]=[C:14]([C:20]([F:22])([F:23])[F:21])[N:13]=1)([CH3:11])[CH3:10], predict the reactants needed to synthesize it. The reactants are: C(=O)([O-])O.[Na+].Cl.[NH2:7][OH:8].[CH:9]([C:12]1[N:17]=[C:16]([C:18]#[N:19])[CH:15]=[C:14]([C:20]([F:23])([F:22])[F:21])[N:13]=1)([CH3:11])[CH3:10]. (5) Given the product [CH3:1][O:2][C:3]1[CH:4]=[CH:5][C:6]2[NH:12][C:11](=[O:13])[N:10]([CH:14]3[CH2:19][CH2:18][N:17]([C:22]4[CH:23]=[C:24]([C:28]([C:30]5[CH:39]=[C:38]([CH3:40])[C:33]6[NH:34][C:35](=[O:37])[O:36][C:32]=6[CH:31]=5)=[O:29])[N:25]=[CH:26][N:27]=4)[CH2:16][CH2:15]3)[CH2:9][CH2:8][C:7]=2[CH:20]=1, predict the reactants needed to synthesize it. The reactants are: [CH3:1][O:2][C:3]1[CH:4]=[CH:5][C:6]2[NH:12][C:11](=[O:13])[N:10]([CH:14]3[CH2:19][CH2:18][NH:17][CH2:16][CH2:15]3)[CH2:9][CH2:8][C:7]=2[CH:20]=1.Cl[C:22]1[N:27]=[CH:26][N:25]=[C:24]([C:28]([C:30]2[CH:39]=[C:38]([CH3:40])[C:33]3[NH:34][C:35](=[O:37])[O:36][C:32]=3[CH:31]=2)=[O:29])[CH:23]=1.CCN(C(C)C)C(C)C. (6) Given the product [Br:7][C:8]1[N:13]=[CH:12][C:11]([C:14]2[NH:15][C:16]([C:19]([O:21][CH2:31][C:32]3[CH:37]=[CH:36][CH:35]=[CH:34][CH:33]=3)=[O:20])=[CH:17][N:18]=2)=[CH:10][CH:9]=1, predict the reactants needed to synthesize it. The reactants are: CN(C)C(=O)C.[Br:7][C:8]1[N:13]=[CH:12][C:11]([C:14]2[NH:15][C:16]([C:19]([OH:21])=[O:20])=[CH:17][N:18]=2)=[CH:10][CH:9]=1.C(N(C(C)C)CC)(C)C.[CH2:31](Br)[C:32]1[CH:37]=[CH:36][CH:35]=[CH:34][CH:33]=1.